This data is from Reaction yield outcomes from USPTO patents with 853,638 reactions. The task is: Predict the reaction yield, written as a fraction of the theoretical maximum amount of product (1.0 means a 100% yield; for example, 0.34 means a 34% yield). (1) The reactants are C(OC([NH:8][C:9]1[CH:13]=[CH:12][S:11][C:10]=1[C:14]1[CH:19]=[CH:18][C:17]([Br:20])=[CH:16][CH:15]=1)=O)(C)(C)C.Cl.O.C([O-])(O)=O.[Na+]. The catalyst is C(OCC)(=O)C. The product is [Br:20][C:17]1[CH:18]=[CH:19][C:14]([C:10]2[S:11][CH:12]=[CH:13][C:9]=2[NH2:8])=[CH:15][CH:16]=1. The yield is 0.740. (2) The reactants are Br[CH2:2][C:3](=O)[C:4]([CH3:7])([CH3:6])[CH3:5].[NH2:9][NH:10][C:11]([NH2:13])=[S:12]. The catalyst is C(O)C. The product is [C:4]([C:3]1[N:13]=[C:11]([NH:10][NH2:9])[S:12][CH:2]=1)([CH3:7])([CH3:6])[CH3:5]. The yield is 0.590.